Dataset: Forward reaction prediction with 1.9M reactions from USPTO patents (1976-2016). Task: Predict the product of the given reaction. (1) Given the reactants Cl[C:2]1[C:11]2=[N:12][N:13](CC3C=CC(OC)=CC=3)[CH:14]=[C:10]2[C:9]2[CH:8]=[C:7]([O:24][CH3:25])[CH:6]=[CH:5][C:4]=2[N:3]=1.[F:26][CH:27]([F:38])[O:28][C:29]1[CH:35]=[CH:34][C:32]([NH2:33])=[CH:31][C:30]=1[O:36][CH3:37].Cl, predict the reaction product. The product is: [F:26][CH:27]([F:38])[O:28][C:29]1[CH:35]=[CH:34][C:32]([NH:33][C:2]2[C:11]3=[N:12][NH:13][CH:14]=[C:10]3[C:9]3[CH:8]=[C:7]([O:24][CH3:25])[CH:6]=[CH:5][C:4]=3[N:3]=2)=[CH:31][C:30]=1[O:36][CH3:37]. (2) Given the reactants [O:1]=[C:2]([C:11]1[CH:16]=[CH:15][CH:14]=[CH:13][CH:12]=1)[CH2:3][C:4]1[CH:5]=[CH:6][C:7](=[O:10])[NH:8][N:9]=1.[BrH:17].[Br-].[Br-].[Br-].[NH+]1C=CC=CC=1.[NH+]1C=CC=CC=1.[NH+]1C=CC=CC=1, predict the reaction product. The product is: [Br:17][CH:3]([C:4]1[CH:5]=[CH:6][C:7](=[O:10])[NH:8][N:9]=1)[C:2](=[O:1])[C:11]1[CH:16]=[CH:15][CH:14]=[CH:13][CH:12]=1. (3) Given the reactants [C:1]([C:6]1[CH:7]=[C:8]([C:28]#[N:29])[C:9]([N:19]2[CH2:24][CH2:23][CH:22]([C:25](O)=[O:26])[CH2:21][CH2:20]2)=[N:10][C:11]=1[CH2:12][N:13]1[CH2:17][CH2:16][CH2:15][C:14]1=[O:18])(=[O:5])[CH2:2][CH2:3][CH3:4].[CH3:30][O:31][C:32]1[CH:37]=[CH:36][C:35]([CH2:38][S:39]([NH2:42])(=[O:41])=[O:40])=[CH:34][CH:33]=1, predict the reaction product. The product is: [C:1]([C:6]1[CH:7]=[C:8]([C:28]#[N:29])[C:9]([N:19]2[CH2:20][CH2:21][CH:22]([C:25]([NH:42][S:39]([CH2:38][C:35]3[CH:34]=[CH:33][C:32]([O:31][CH3:30])=[CH:37][CH:36]=3)(=[O:41])=[O:40])=[O:26])[CH2:23][CH2:24]2)=[N:10][C:11]=1[CH2:12][N:13]1[CH2:17][CH2:16][CH2:15][C:14]1=[O:18])(=[O:5])[CH2:2][CH2:3][CH3:4]. (4) Given the reactants [C:1]([O:5][C:6]([N:8]1[CH2:11][CH:10]([C:12]2[CH:13]=[C:14]([N:22]([CH2:29][CH3:30])[CH:23]3[CH2:28][CH2:27][O:26][CH2:25][CH2:24]3)[C:15]([CH3:21])=[C:16]([CH:20]=2)[C:17]([OH:19])=O)[CH2:9]1)=[O:7])([CH3:4])([CH3:3])[CH3:2].CCN(C(C)C)C(C)C.CN(C(ON1N=NC2C=CC=NC1=2)=[N+](C)C)C.F[P-](F)(F)(F)(F)F.[NH2:64][CH2:65][C:66]1[C:67](=[O:74])[NH:68][C:69]([CH3:73])=[CH:70][C:71]=1[CH3:72], predict the reaction product. The product is: [CH3:72][C:71]1[CH:70]=[C:69]([CH3:73])[NH:68][C:67](=[O:74])[C:66]=1[CH2:65][NH:64][C:17]([C:16]1[CH:20]=[C:12]([CH:10]2[CH2:11][N:8]([C:6]([O:5][C:1]([CH3:2])([CH3:3])[CH3:4])=[O:7])[CH2:9]2)[CH:13]=[C:14]([N:22]([CH2:29][CH3:30])[CH:23]2[CH2:24][CH2:25][O:26][CH2:27][CH2:28]2)[C:15]=1[CH3:21])=[O:19]. (5) Given the reactants [CH3:1][O:2][C:3]1[CH:4]=[N:5][C:6]([CH:9]2[CH2:13][CH2:12][NH:11][CH2:10]2)=[N:7][CH:8]=1.CCN(CC)CC.[CH3:21][C:22]([O:25][C:26](O[C:26]([O:25][C:22]([CH3:24])([CH3:23])[CH3:21])=[O:27])=[O:27])([CH3:24])[CH3:23], predict the reaction product. The product is: [CH3:1][O:2][C:3]1[CH:8]=[N:7][C:6]([CH:9]2[CH2:13][CH2:12][N:11]([C:26]([O:25][C:22]([CH3:24])([CH3:23])[CH3:21])=[O:27])[CH2:10]2)=[N:5][CH:4]=1. (6) Given the reactants C[C:2]12[CH2:12][CH:6]3[CH2:7][C:8]([CH3:11])([CH2:10][C:4]([CH2:13][C:14]([NH:16][C:17]4[CH:26]=[CH:25][CH:24]=[C:23]5[C:18]=4[CH:19]=[CH:20]O[C:22]5=[O:27])=[O:15])([CH2:5]3)[CH2:3]1)[CH2:9]2.[NH2:28][CH2:29][CH:30]1[CH2:35][CH2:34][N:33](C(OC(C)(C)C)=O)[CH2:32][CH2:31]1.[CH2:43](OC(=O)C)C, predict the reaction product. The product is: [CH3:11][C:8]12[CH2:7][CH:6]3[CH2:12][C:2]([CH3:43])([CH2:3][C:4]([CH2:13][C:14]([NH:16][C:17]4[CH:26]=[CH:25][CH:24]=[C:23]5[C:18]=4[CH:19]=[CH:20][N:28]([CH2:29][CH:30]4[CH2:35][CH2:34][NH:33][CH2:32][CH2:31]4)[C:22]5=[O:27])=[O:15])([CH2:5]3)[CH2:10]1)[CH2:9]2. (7) Given the reactants F[C:2]1[CH:11]=[CH:10][C:5]([C:6]([O:8][CH3:9])=[O:7])=[C:4]([O:12][CH3:13])[CH:3]=1.[C:14]1([OH:20])[CH:19]=[CH:18][CH:17]=[CH:16][CH:15]=1.C(=O)([O-])[O-].[K+].[K+], predict the reaction product. The product is: [CH3:13][O:12][C:4]1[CH:3]=[C:2]([O:20][C:14]2[CH:19]=[CH:18][CH:17]=[CH:16][CH:15]=2)[CH:11]=[CH:10][C:5]=1[C:6]([O:8][CH3:9])=[O:7].